From a dataset of Full USPTO retrosynthesis dataset with 1.9M reactions from patents (1976-2016). Predict the reactants needed to synthesize the given product. (1) Given the product [Br:1][C:2]1[CH:3]=[C:4]([CH3:37])[C:5]([NH:9][C:10]([NH:12][C:13]2[C:14]([C:23]([NH:25][C:26]3([C:33]([OH:35])=[O:34])[CH2:27][CH2:28][CH2:29][CH2:30][CH2:31][CH2:32]3)=[O:24])=[CH:15][C:16]3[C:21]([CH:22]=2)=[CH:20][CH:19]=[CH:18][CH:17]=3)=[O:11])=[C:6]([CH3:8])[CH:7]=1, predict the reactants needed to synthesize it. The reactants are: [Br:1][C:2]1[CH:7]=[C:6]([CH3:8])[C:5]([NH:9][C:10]([NH:12][C:13]2[C:14]([C:23]([NH:25][C:26]3([C:33]([O:35]C)=[O:34])[CH2:32][CH2:31][CH2:30][CH2:29][CH2:28][CH2:27]3)=[O:24])=[CH:15][C:16]3[C:21]([CH:22]=2)=[CH:20][CH:19]=[CH:18][CH:17]=3)=[O:11])=[C:4]([CH3:37])[CH:3]=1.Cl. (2) The reactants are: C([O:3][C:4]([C:6]1[NH:7][C:8]2[C:13]([C:14]=1[CH2:15][CH2:16][CH2:17]OS(C1C=CC(C)=CC=1)(=O)=O)=[CH:12][CH:11]=[CH:10][C:9]=2[C:29]1[CH:34]=[CH:33][C:32]([C:35]([O:37]C)=[O:36])=[CH:31][C:30]=1[CH3:39])=[O:5])C.[Cl:40][C:41]1[CH:46]=[C:45]([Cl:47])[C:44]([Cl:48])=[CH:43][C:42]=1[OH:49].C([O-])([O-])=O.[Cs+].[Cs+]. Given the product [C:35]([C:32]1[CH:33]=[CH:34][C:29]([C:9]2[CH:10]=[CH:11][CH:12]=[C:13]3[C:8]=2[NH:7][C:6]([C:4]([OH:5])=[O:3])=[C:14]3[CH2:15][CH2:16][CH2:17][O:49][C:42]2[CH:43]=[C:44]([Cl:48])[C:45]([Cl:47])=[CH:46][C:41]=2[Cl:40])=[C:30]([CH3:39])[CH:31]=1)([OH:37])=[O:36], predict the reactants needed to synthesize it.